From a dataset of Experimentally validated miRNA-target interactions with 360,000+ pairs, plus equal number of negative samples. Binary Classification. Given a miRNA mature sequence and a target amino acid sequence, predict their likelihood of interaction. The miRNA is hsa-miR-4498 with sequence UGGGCUGGCAGGGCAAGUGCUG. The protein sequence of the target gene is MRTLEDSSGTVLHRLIQEQLRYGNLTETRTLLAIQQQALRGGAGTGGTGSPQASLEILAPEDSQVLQQATRQEPQGQEHQGGENHLAENTLYRLCPQPSKGEELPTYEEAKAHSQYYAAQQAGTRPHAGDRDPRGAPGGSRRQDEALRELRHGHVRSLSERLLQLSLERNGARAPSHMSSSHSFPQLARNQQGPPLRGPPAEGPESRGPPPQYPHVVLAHETTTAVTDPRYRARGSPHFQHAEVRILQAQVPPVFLQQQQQYQYLQQSQEHPPPPHPAALGHGPLSSLSPPAVEGPVSAQ.... Result: 0 (no interaction).